Dataset: Forward reaction prediction with 1.9M reactions from USPTO patents (1976-2016). Task: Predict the product of the given reaction. Given the reactants [CH2:1]([NH:5][C:6]1[C:7]2[N:8]([C:18]([C:21]3[CH:29]=[CH:28][C:24]([C:25]([OH:27])=O)=[CH:23][CH:22]=3)=[CH:19][N:20]=2)[CH:9]=[C:10]([C:12]2[CH:17]=[CH:16][CH:15]=[CH:14][CH:13]=2)[N:11]=1)[CH:2]([CH3:4])[CH3:3].[CH3:30][C:31]1([CH3:35])[CH2:33][CH:32]1[NH2:34].CN(C(ON1N=NC2C=CC=NC1=2)=[N+](C)C)C.F[P-](F)(F)(F)(F)F.CN1CCOCC1, predict the reaction product. The product is: [CH3:30][C:31]1([CH3:35])[CH2:33][CH:32]1[NH:34][C:25](=[O:27])[C:24]1[CH:28]=[CH:29][C:21]([C:18]2[N:8]3[CH:9]=[C:10]([C:12]4[CH:13]=[CH:14][CH:15]=[CH:16][CH:17]=4)[N:11]=[C:6]([NH:5][CH2:1][CH:2]([CH3:3])[CH3:4])[C:7]3=[N:20][CH:19]=2)=[CH:22][CH:23]=1.